Dataset: Forward reaction prediction with 1.9M reactions from USPTO patents (1976-2016). Task: Predict the product of the given reaction. Given the reactants C[O:2][C:3](=[O:25])[C:4]1[CH:9]=[CH:8][C:7]([S:10](=[O:24])(=[O:23])[N:11]([C:16]2[CH:21]=[CH:20][C:19]([F:22])=[CH:18][CH:17]=2)[CH2:12][CH:13]([CH3:15])[CH3:14])=[CH:6][CH:5]=1.[OH-].[Na+], predict the reaction product. The product is: [F:22][C:19]1[CH:20]=[CH:21][C:16]([N:11]([CH2:12][CH:13]([CH3:15])[CH3:14])[S:10]([C:7]2[CH:8]=[CH:9][C:4]([C:3]([OH:25])=[O:2])=[CH:5][CH:6]=2)(=[O:23])=[O:24])=[CH:17][CH:18]=1.